From a dataset of Forward reaction prediction with 1.9M reactions from USPTO patents (1976-2016). Predict the product of the given reaction. (1) The product is: [O:1]1[CH:27]=[N:4][C:3]([C:5]2[S:9][C:8]([N:10]3[CH2:11][CH2:12][CH:13]([O:16][C:17]4[CH:22]=[CH:21][CH:20]=[CH:19][C:18]=4[C:23]([F:26])([F:25])[F:24])[CH2:14][CH2:15]3)=[N:7][CH:6]=2)=[N:2]1. Given the reactants [OH:1][N:2]=[C:3]([C:5]1[S:9][C:8]([N:10]2[CH2:15][CH2:14][CH:13]([O:16][C:17]3[CH:22]=[CH:21][CH:20]=[CH:19][C:18]=3[C:23]([F:26])([F:25])[F:24])[CH2:12][CH2:11]2)=[N:7][CH:6]=1)[NH2:4].[CH:27](OCC)(OCC)OCC.B(F)(F)F, predict the reaction product. (2) Given the reactants [N:1]1[CH:6]=[CH:5][CH:4]=[C:3]([C:7]2[CH2:8][CH2:9][N:10]([C:13]([O:15][C:16]([CH3:19])([CH3:18])[CH3:17])=[O:14])[CH2:11][CH:12]=2)[CH:2]=1, predict the reaction product. The product is: [N:1]1[CH:6]=[CH:5][CH:4]=[C:3]([CH:7]2[CH2:8][CH2:9][N:10]([C:13]([O:15][C:16]([CH3:19])([CH3:18])[CH3:17])=[O:14])[CH2:11][CH2:12]2)[CH:2]=1.